From a dataset of Full USPTO retrosynthesis dataset with 1.9M reactions from patents (1976-2016). Predict the reactants needed to synthesize the given product. (1) The reactants are: [C:1]([O:5][C:6](=[O:37])[NH:7][C:8]1[CH:9]=[C:10]2[C:14](=[CH:15][CH:16]=1)[N:13]([CH3:17])[CH:12]=[C:11]2[C:18]1[N:26](S(C2C=CC(C)=CC=2)(=O)=O)[C:21]2=[N:22][CH:23]=[CH:24][CH:25]=[C:20]2[CH:19]=1)([CH3:4])([CH3:3])[CH3:2].[OH-].[K+]. Given the product [C:1]([O:5][C:6](=[O:37])[NH:7][C:8]1[CH:9]=[C:10]2[C:14](=[CH:15][CH:16]=1)[N:13]([CH3:17])[CH:12]=[C:11]2[C:18]1[NH:26][C:21]2=[N:22][CH:23]=[CH:24][CH:25]=[C:20]2[CH:19]=1)([CH3:4])([CH3:2])[CH3:3], predict the reactants needed to synthesize it. (2) Given the product [C:1]1([C:7]2[C:8]([C:16]3[CH:17]=[CH:18][C:19]([CH:20]=[O:21])=[CH:22][CH:23]=3)=[N:9][C:10]3[N:11]([N:13]=[C:14]([C:25]([F:33])([F:32])[F:24])[N:15]=3)[CH:12]=2)[CH:6]=[CH:5][CH:4]=[CH:3][CH:2]=1, predict the reactants needed to synthesize it. The reactants are: [C:1]1([C:7]2[C:8]([C:16]3[CH:23]=[CH:22][C:19]([CH:20]=[O:21])=[CH:18][CH:17]=3)=[N:9][C:10]3[N:11]([N:13]=[CH:14][N:15]=3)[CH:12]=2)[CH:6]=[CH:5][CH:4]=[CH:3][CH:2]=1.[F:24][C:25]([F:33])([F:32])C1N=C(N)NN=1. (3) Given the product [C:19]([C:15]1[CH:14]=[C:13]2[C:18](=[CH:17][CH:16]=1)[N:10]([CH2:9][C@@H:8]([NH2:7])[CH3:21])[CH:11]=[CH:12]2)#[N:20], predict the reactants needed to synthesize it. The reactants are: C(OC(=O)[NH:7][C@@H:8]([CH3:21])[CH2:9][N:10]1[C:18]2[C:13](=[CH:14][C:15]([C:19]#[N:20])=[CH:16][CH:17]=2)[CH:12]=[CH:11]1)(C)(C)C.Cl. (4) Given the product [Br:5][C:6]1[C:7]([NH:26][CH2:27][CH2:28][C:29]2[NH:30][CH:31]=[N:32][CH:33]=2)=[N:8][C:9]([NH:12][C:13]2[CH:14]=[CH:15][C:16]([NH:19][C:20]([NH:22][CH:23]3[CH2:24][CH2:25]3)=[S:21])=[CH:17][CH:18]=2)=[N:10][CH:11]=1, predict the reactants needed to synthesize it. The reactants are: C1(N)CC1.[Br:5][C:6]1[C:7]([NH:26][CH2:27][CH2:28][C:29]2[NH:30][CH:31]=[N:32][CH:33]=2)=[N:8][C:9]([NH:12][C:13]2[CH:18]=[CH:17][C:16]([NH:19][C:20]([NH:22][CH:23]3[CH2:25][CH2:24]3)=[S:21])=[CH:15][CH:14]=2)=[N:10][CH:11]=1.C(C1NC=CN=1)(C1NC=CN=1)=S.NC1C=CC(NC2N=C(NCCC3NC=NC=3)C(Br)=CN=2)=CC=1.CN(C=O)C. (5) Given the product [OH:11][CH:5]([C:12]1[CH:20]=[CH:19][CH:18]=[C:17]2[C:13]=1[CH:14]=[CH:15][N:16]2[Si:21]([CH:28]([CH3:30])[CH3:29])([CH:25]([CH3:27])[CH3:26])[CH:22]([CH3:23])[CH3:24])[CH2:6][N:7]([CH:5]([OH:11])[CH2:12][CH3:13])[CH2:8][CH2:9][CH3:10], predict the reactants needed to synthesize it. The reactants are: C[C@@H]1[N:7]([CH2:8][CH2:9][CH3:10])[CH2:6][C:5]([C:12]2[CH:20]=[CH:19][CH:18]=[C:17]3[C:13]=2[CH:14]=[CH:15][N:16]3[Si:21]([CH:28]([CH3:30])[CH3:29])([CH:25]([CH3:27])[CH3:26])[CH:22]([CH3:24])[CH3:23])([OH:11])OC1.[BH4-].[Na+].